This data is from Reaction yield outcomes from USPTO patents with 853,638 reactions. The task is: Predict the reaction yield, written as a fraction of the theoretical maximum amount of product (1.0 means a 100% yield; for example, 0.34 means a 34% yield). The reactants are [Br:1][C:2]1[CH:9]=[CH:8][C:5]([C:6]#[N:7])=[C:4](F)[CH:3]=1.[CH3:11][O-:12].[Na+].C(Cl)Cl. The catalyst is C1COCC1. The product is [Br:1][C:2]1[CH:9]=[CH:8][C:5]([C:6]#[N:7])=[C:4]([O:12][CH3:11])[CH:3]=1. The yield is 0.800.